This data is from Forward reaction prediction with 1.9M reactions from USPTO patents (1976-2016). The task is: Predict the product of the given reaction. (1) The product is: [C:15]1([CH3:27])[CH:16]=[CH:17][C:18]([S:21]([NH:24][C:25]([NH:1][C:2]2[CH:3]=[CH:4][C:5]([C:6]([O:8][CH2:9][CH2:10][CH2:11][CH3:12])=[O:7])=[CH:13][CH:14]=2)=[O:26])(=[O:22])=[O:23])=[CH:19][CH:20]=1. Given the reactants [NH2:1][C:2]1[CH:14]=[CH:13][C:5]([C:6]([O:8][CH2:9][CH2:10][CH2:11][CH3:12])=[O:7])=[CH:4][CH:3]=1.[C:15]1([CH3:27])[CH:20]=[CH:19][C:18]([S:21]([N:24]=[C:25]=[O:26])(=[O:23])=[O:22])=[CH:17][CH:16]=1, predict the reaction product. (2) Given the reactants Br[C:2]1[CH:3]=[C:4]2[C:9](=[CH:10][CH:11]=1)[N:8]=[C:7]([CH3:12])[C:6]([C:13](=[O:18])[C:14]([F:17])([F:16])[F:15])=[C:5]2[C:19]1[CH:24]=[CH:23][C:22]([S:25]([CH3:28])(=[O:27])=[O:26])=[CH:21][CH:20]=1.[NH:29]1[CH2:33][CH2:32][CH2:31][CH2:30]1, predict the reaction product. The product is: [F:17][C:14]([F:15])([F:16])[C:13]([C:6]1[C:7]([CH3:12])=[N:8][C:9]2[C:4]([C:5]=1[C:19]1[CH:24]=[CH:23][C:22]([S:25]([CH3:28])(=[O:27])=[O:26])=[CH:21][CH:20]=1)=[CH:3][C:2]([N:29]1[CH2:33][CH2:32][CH2:31][CH2:30]1)=[CH:11][CH:10]=2)=[O:18]. (3) Given the reactants [O:1]1[CH2:6][CH2:5][CH:4]([CH2:7][NH:8][C:9]([C:11]2[C:16]([NH:17][C:18]([C:20]3[C:29]4[C:24](=[CH:25][CH:26]=[CH:27][CH:28]=4)[C:23]([CH3:30])=[CH:22][CH:21]=3)=[O:19])=[CH:15][CH:14]=[C:13](Cl)[N:12]=2)=[O:10])[CH2:3][CH2:2]1.[CH3:32][S-:33].[Na+].O, predict the reaction product. The product is: [O:1]1[CH2:6][CH2:5][CH:4]([CH2:7][NH:8][C:9]([C:11]2[C:16]([NH:17][C:18]([C:20]3[C:29]4[C:24](=[CH:25][CH:26]=[CH:27][CH:28]=4)[C:23]([CH3:30])=[CH:22][CH:21]=3)=[O:19])=[CH:15][CH:14]=[C:13]([S:33][CH3:32])[N:12]=2)=[O:10])[CH2:3][CH2:2]1. (4) Given the reactants [CH2:1]([O:3][C:4](=[O:39])[CH2:5][CH2:6][CH2:7][O:8][C:9]1[CH:14]=[CH:13][CH:12]=[C:11]([CH2:15][CH2:16][CH2:17][CH2:18][CH2:19][CH2:20][O:21][C:22]2[CH:27]=[C:26]([O:28][CH2:29][CH3:30])[CH:25]=[C:24](Br)[CH:23]=2)[C:10]=1[CH2:32][CH2:33][C:34]([O:36][CH2:37][CH3:38])=[O:35])[CH3:2].[CH3:40][S:41]([C:44]1[CH:49]=[CH:48][C:47](B(O)O)=[CH:46][CH:45]=1)(=[O:43])=[O:42].C(=O)([O-])[O-].[Cs+].[Cs+], predict the reaction product. The product is: [CH2:1]([O:3][C:4](=[O:39])[CH2:5][CH2:6][CH2:7][O:8][C:9]1[CH:14]=[CH:13][CH:12]=[C:11]([CH2:15][CH2:16][CH2:17][CH2:18][CH2:19][CH2:20][O:21][C:22]2[CH:23]=[C:24]([C:47]3[CH:48]=[CH:49][C:44]([S:41]([CH3:40])(=[O:43])=[O:42])=[CH:45][CH:46]=3)[CH:25]=[C:26]([O:28][CH2:29][CH3:30])[CH:27]=2)[C:10]=1[CH2:32][CH2:33][C:34]([O:36][CH2:37][CH3:38])=[O:35])[CH3:2].